From a dataset of Blood-brain barrier permeability classification from the B3DB database. Regression/Classification. Given a drug SMILES string, predict its absorption, distribution, metabolism, or excretion properties. Task type varies by dataset: regression for continuous measurements (e.g., permeability, clearance, half-life) or binary classification for categorical outcomes (e.g., BBB penetration, CYP inhibition). Dataset: b3db_classification. (1) The compound is CN1CCC(=C2c3ccccc3CCc3cccnc32)CC1. The result is 1 (penetrates BBB). (2) The molecule is CC1(C)CC(=O)N(CCCCN2CCN(c3ncccn3)CC2)C(=O)C1. The result is 1 (penetrates BBB). (3) The compound is CC(C)NCC(O)COc1ccc(COCCOC(C)C)cc1. The result is 0 (does not penetrate BBB). (4) The drug is CO[C@H]1C[C@H](O[C@@H]2[C@@H](C)C(=O)O[C@H](C)[C@H](C)[C@H](O)[C@@H](C)C(=O)[C@]3(CO3)C[C@H](C)[C@H](O[C@@H]3O[C@H](C)C[C@H](N(C)C)[C@H]3O)[C@H]2C)O[C@@H](C)[C@@H]1O. The result is 0 (does not penetrate BBB).